From a dataset of Catalyst prediction with 721,799 reactions and 888 catalyst types from USPTO. Predict which catalyst facilitates the given reaction. The catalyst class is: 783. Reactant: CS(O[CH2:6][C:7]1[CH:8]=[C:9]2[C:14](=[CH:15][CH:16]=1)[C:13](=[O:17])[N:12]([CH2:18][CH:19]([CH3:21])[CH3:20])[C:11]([CH2:22][NH:23][C:24]([O:26][C:27]([CH3:30])([CH3:29])[CH3:28])=[O:25])=[C:10]2[C:31]1[CH:36]=[CH:35][CH:34]=[CH:33][CH:32]=1)(=O)=O.C[Si]([C:41]#[N:42])(C)C.[F-].C([N+](CCCC)(CCCC)CCCC)CCC. Product: [C:41]([CH2:6][C:7]1[CH:8]=[C:9]2[C:14](=[CH:15][CH:16]=1)[C:13](=[O:17])[N:12]([CH2:18][CH:19]([CH3:20])[CH3:21])[C:11]([CH2:22][NH:23][C:24](=[O:25])[O:26][C:27]([CH3:28])([CH3:29])[CH3:30])=[C:10]2[C:31]1[CH:32]=[CH:33][CH:34]=[CH:35][CH:36]=1)#[N:42].